Dataset: Reaction yield outcomes from USPTO patents with 853,638 reactions. Task: Predict the reaction yield, written as a fraction of the theoretical maximum amount of product (1.0 means a 100% yield; for example, 0.34 means a 34% yield). (1) The reactants are [N+:1]([C:4]1[CH:9]=[C:8]([N+:10]([O-:12])=[O:11])[CH:7]=[CH:6][C:5]=1[O:13]N)([O-:3])=[O:2].[NH2:15][C:16]1[N:26]=[CH:25][CH:24]=[CH:23][C:17]=1[C:18]([O:20][CH2:21][CH3:22])=[O:19]. The catalyst is CC#N. The product is [N+:1]([C:4]1[CH:9]=[C:8]([N+:10]([O-:12])=[O:11])[CH:7]=[CH:6][C:5]=1[O-:13])([O-:3])=[O:2].[NH2:1][N+:26]1[CH:25]=[CH:24][CH:23]=[C:17]([C:18]([O:20][CH2:21][CH3:22])=[O:19])[C:16]=1[NH2:15]. The yield is 0.600. (2) The reactants are [O:1]=[C:2]1[C:11]2[CH:12]=[CH:13][S:14][C:10]=2[C:9]2[CH:8]=[CH:7][C:6]([C:15](O)=[O:16])=[CH:5][C:4]=2[NH:3]1.[H-].[H-].[H-].[H-].[Li+].[Al+3].O.CO. The catalyst is O1CCOCC1.C(Cl)Cl. The product is [OH:16][CH2:15][C:6]1[CH:7]=[CH:8][C:9]2[C:10]3[S:14][CH:13]=[CH:12][C:11]=3[C:2](=[O:1])[NH:3][C:4]=2[CH:5]=1. The yield is 0.340.